Predict the reaction yield, written as a fraction of the theoretical maximum amount of product (1.0 means a 100% yield; for example, 0.34 means a 34% yield). From a dataset of Reaction yield outcomes from USPTO patents with 853,638 reactions. (1) The reactants are COCCO[AlH2-]OCCOC.[Na+].[F:13][C:14]1[CH:19]=[CH:18][C:17]([C:20]2[C:29]3[CH2:28][CH2:27][C:26](=O)[NH:25][C:24]=3[N:23]=[C:22]([CH:31]([CH3:33])[CH3:32])[C:21]=2[C:34]([O:36][CH3:37])=[O:35])=[CH:16][CH:15]=1.N1C=C(C)C=C(C)C=1.[CH3:46][S:47](O[S:47]([CH3:46])(=[O:49])=[O:48])(=[O:49])=[O:48]. The catalyst is C1(C)C=CC=CC=1.C(Cl)Cl.CC(O)C.O. The product is [F:13][C:14]1[CH:19]=[CH:18][C:17]([C:20]2[C:29]3[CH2:28][CH2:27][CH2:26][N:25]([S:47]([CH3:46])(=[O:49])=[O:48])[C:24]=3[N:23]=[C:22]([CH:31]([CH3:33])[CH3:32])[C:21]=2[C:34]([O:36][CH3:37])=[O:35])=[CH:16][CH:15]=1. The yield is 0.780. (2) The reactants are [CH3:1][O:2][C:3]1[CH:4]=[CH:5][C:6]2[N:7]([N:9]=[C:10]([NH2:12])[N:11]=2)[CH:8]=1.[C:13](N1C=CC=CC1=O)(N1C=CC=CC1=O)=[S:14]. The catalyst is ClCCl. The product is [N:12]([C:10]1[N:11]=[C:6]2[CH:5]=[CH:4][C:3]([O:2][CH3:1])=[CH:8][N:7]2[N:9]=1)=[C:13]=[S:14]. The yield is 0.440. (3) The reactants are [O:1]1[CH2:6][CH2:5][N:4]([C:7]2[CH:13]=[CH:12][C:10]([NH2:11])=[CH:9][CH:8]=2)[CH2:3][CH2:2]1.[Br:14][C:15]1[CH:16]=[CH:17][CH:18]=[C:19]2[C:24]=1[N:23]=[C:22](Cl)[N:21]=[CH:20]2.C([O-])([O-])=O.[K+].[K+]. The catalyst is CC#N. The product is [Br:14][C:15]1[CH:16]=[CH:17][CH:18]=[C:19]2[C:24]=1[N:23]=[C:22]([NH:11][C:10]1[CH:12]=[CH:13][C:7]([N:4]3[CH2:3][CH2:2][O:1][CH2:6][CH2:5]3)=[CH:8][CH:9]=1)[N:21]=[CH:20]2. The yield is 0.515. (4) The reactants are [CH:1]12[CH2:9][CH:6]3[CH:7]([CH2:8]1)[CH:3]([O:4][CH:5]3[OH:10])[CH2:2]2.[C:11](OC(=O)C)(=[O:13])[CH3:12]. The catalyst is N1C=CC=CC=1. The product is [C:11]([O:10][CH:5]1[CH:6]2[CH2:9][CH:1]3[CH2:8][CH:7]2[CH:3]([CH2:2]3)[O:4]1)(=[O:13])[CH3:12]. The yield is 0.880.